Dataset: Peptide-MHC class II binding affinity with 134,281 pairs from IEDB. Task: Regression. Given a peptide amino acid sequence and an MHC pseudo amino acid sequence, predict their binding affinity value. This is MHC class II binding data. (1) The peptide sequence is KSHFAIGLALYYPSA. The MHC is DRB1_0701 with pseudo-sequence DRB1_0701. The binding affinity (normalized) is 0.518. (2) The MHC is HLA-DQA10501-DQB10302 with pseudo-sequence HLA-DQA10501-DQB10302. The binding affinity (normalized) is 0. The peptide sequence is LLCGIGCAMLHWSLIK.